From a dataset of HIV replication inhibition screening data with 41,000+ compounds from the AIDS Antiviral Screen. Binary Classification. Given a drug SMILES string, predict its activity (active/inactive) in a high-throughput screening assay against a specified biological target. (1) The drug is Nn1c(Cc2ccccc2)nnc1Cc1ccccc1. The result is 0 (inactive). (2) The drug is NNC(=S)NCCNC(=S)NN. The result is 0 (inactive).